From a dataset of Catalyst prediction with 721,799 reactions and 888 catalyst types from USPTO. Predict which catalyst facilitates the given reaction. (1) Reactant: [CH3:1][C:2]1[C:10]([NH:11][S:12]([C:15]2[S:16][CH:17]=[CH:18][CH:19]=2)(=[O:14])=[O:13])=[C:9]2[C:5]([CH:6]=[C:7]([C:20]([O:22]CC)=[O:21])[NH:8]2)=[CH:4][CH:3]=1.CO.[OH-].[K+].C(O)(=O)CC(CC(O)=O)(C(O)=O)O. Product: [CH3:1][C:2]1[C:10]([NH:11][S:12]([C:15]2[S:16][CH:17]=[CH:18][CH:19]=2)(=[O:14])=[O:13])=[C:9]2[C:5]([CH:6]=[C:7]([C:20]([OH:22])=[O:21])[NH:8]2)=[CH:4][CH:3]=1. The catalyst class is: 7. (2) Reactant: C[Mg]Cl.O1CCC[CH2:5]1.[F:9][C:10]1[CH:11]=[CH:12][C:13]([O:28][CH3:29])=[C:14]([C:16]([CH3:27])([CH3:26])[CH2:17][C:18]([OH:25])([C:21]([F:24])([F:23])[F:22])[CH:19]=[O:20])[CH:15]=1.[Cl-].[NH4+]. Product: [F:9][C:10]1[CH:11]=[CH:12][C:13]([O:28][CH3:29])=[C:14]([C:16]([CH3:27])([CH3:26])[CH2:17][C:18]([C:21]([F:24])([F:23])[F:22])([OH:25])[CH:19]([OH:20])[CH3:5])[CH:15]=1. The catalyst class is: 27. (3) Reactant: [CH3:1][C:2]1[CH:7]=[C:6]([NH2:8])[CH:5]=[CH:4][N:3]=1.[Li+].C[Si]([N-][Si](C)(C)C)(C)C.[Br:19][C:20]1[CH:21]=[C:22]2[C:27](=[CH:28][CH:29]=1)[CH:26]=[N:25][C:24](F)=[CH:23]2. Product: [Br:19][C:20]1[CH:21]=[C:22]2[C:27](=[CH:28][CH:29]=1)[CH:26]=[N:25][C:24]([NH:8][C:6]1[CH:5]=[CH:4][N:3]=[C:2]([CH3:1])[CH:7]=1)=[CH:23]2. The catalyst class is: 1. (4) Reactant: [C:1]([NH:4][C:5]1[C:6]([NH:13][C:14]2[CH:19]=[CH:18][C:17]([N:20]3[CH2:25][CH2:24][N:23](C(OC(C)(C)C)=O)[CH2:22][CH2:21]3)=[CH:16][CH:15]=2)=[CH:7][C:8]([O:11][CH3:12])=[N:9][CH:10]=1)(=[O:3])[CH3:2].Cl.C(O)(C)C.O.C(=O)([O-])O.[Na+]. Product: [CH3:12][O:11][C:8]1[N:9]=[CH:10][C:5]([NH:4][C:1](=[O:3])[CH3:2])=[C:6]([NH:13][C:14]2[CH:15]=[CH:16][C:17]([N:20]3[CH2:21][CH2:22][NH:23][CH2:24][CH2:25]3)=[CH:18][CH:19]=2)[CH:7]=1. The catalyst class is: 106. (5) Reactant: [Br:1][C:2]1[C:11]([O:12][CH3:13])=[CH:10][CH:9]=[C:8]2[C:3]=1[CH:4]=[CH:5][C:6]([S:14]([CH3:17])(=O)=O)=[N:7]2.O. Product: [Br:1][C:2]1[C:11]([O:12][CH3:13])=[CH:10][CH:9]=[C:8]2[C:3]=1[CH:4]=[CH:5][C:6]([S:14][CH3:17])=[N:7]2. The catalyst class is: 3.